From a dataset of Full USPTO retrosynthesis dataset with 1.9M reactions from patents (1976-2016). Predict the reactants needed to synthesize the given product. (1) Given the product [I:1][C:2]1[N:6]2[CH:7]=[CH:8][C:9]([CH:11]([OH:12])[CH2:16][N+:13]([O-:15])=[O:14])=[CH:10][C:5]2=[N:4][CH:3]=1, predict the reactants needed to synthesize it. The reactants are: [I:1][C:2]1[N:6]2[CH:7]=[CH:8][C:9]([CH:11]=[O:12])=[CH:10][C:5]2=[N:4][CH:3]=1.[N+:13]([CH3:16])([O-:15])=[O:14].C(NCC)C. (2) Given the product [CH3:10][C:7]1([CH3:11])[CH2:6][N:5]2[C:29]([CH2:30][CH2:25][CH2:26][CH3:27])([O:1][CH2:2][C:3]([CH3:13])([CH3:12])[CH2:4]2)[O:9][CH2:8]1, predict the reactants needed to synthesize it. The reactants are: [OH:1][CH2:2][C:3]([CH3:13])([CH3:12])[CH2:4][NH:5][CH2:6][C:7]([CH3:11])([CH3:10])[CH2:8][OH:9].C(OCC)(OCC)(OCC)C.[C:25]1(C)[C:26](S(O)(=O)=O)=[CH:27]C=[CH:29][CH:30]=1. (3) The reactants are: Cl[C:2]1[CH:3]=[C:4]([C:8]2([CH3:18])[NH:13][C:12](=[O:14])[CH2:11][N:10]3[N:15]=[CH:16][CH:17]=[C:9]23)[CH:5]=[CH:6][CH:7]=1.[N:19]1[CH:24]=[C:23](B(O)O)[CH:22]=[N:21][CH:20]=1.C1(P(C2CCCCC2)C2C=CC=CC=2C2C(OC)=CC=CC=2OC)CCCCC1.P([O-])([O-])([O-])=O.[K+].[K+].[K+]. Given the product [CH3:18][C:8]1([C:4]2[CH:5]=[CH:6][CH:7]=[C:2]([C:23]3[CH:24]=[N:19][CH:20]=[N:21][CH:22]=3)[CH:3]=2)[NH:13][C:12](=[O:14])[CH2:11][N:10]2[N:15]=[CH:16][CH:17]=[C:9]12, predict the reactants needed to synthesize it. (4) Given the product [CH2:7]=[CH:8][CH2:1][CH2:6][CH2:5][CH2:4][CH:3]=[CH2:2].[CH2:7]=[CH:8][CH2:4][CH2:5][CH2:6][CH2:1][CH:2]=[CH:3][CH2:1][CH2:6][CH2:5][CH2:4][CH:3]=[CH2:2], predict the reactants needed to synthesize it. The reactants are: [CH:1]1[CH2:6][CH2:5][CH2:4][CH2:3][CH:2]=1.[CH2:7]=[CH2:8]. (5) The reactants are: [NH2:1][CH2:2][C:3]1[CH:8]=[CH:7][CH:6]=[C:5]2[N:9]([C:24]3[C:25]4[C@H:32]([CH3:33])[CH2:31][CH2:30][C:26]=4[N:27]=[CH:28][N:29]=3)[CH2:10][C:11]3([CH2:16][CH2:15][N:14]([C:17](OC(C)(C)C)=O)[CH2:13][CH2:12]3)[C:4]=12.[BH-](O[C:44]([CH3:46])=O)(OC(C)=O)OC(C)=O.[Na+]. Given the product [CH2:17]([N:14]1[CH2:13][CH2:12][C:11]2([C:4]3[C:5](=[CH:6][CH:7]=[CH:8][C:3]=3[CH2:2][NH:1][CH:46]3[CH2:44][CH2:12][CH2:11][CH2:10]3)[N:9]([C:24]3[C:25]4[C@H:32]([CH3:33])[CH2:31][CH2:30][C:26]=4[N:27]=[CH:28][N:29]=3)[CH2:10]2)[CH2:16][CH2:15]1)[C:3]1[CH:8]=[CH:7][CH:6]=[CH:5][CH:4]=1, predict the reactants needed to synthesize it. (6) Given the product [Cl:1][C:2]1[CH:3]=[C:4]([N:13]([CH:14]2[CH2:17][CH2:16][CH2:15]2)[CH2:18][CH3:19])[C:5]([CH3:12])=[C:6]([CH:11]=1)[C:7]([O:9][CH3:10])=[O:8], predict the reactants needed to synthesize it. The reactants are: [Cl:1][C:2]1[CH:3]=[C:4]([NH:13][CH:14]2[CH2:17][CH2:16][CH2:15]2)[C:5]([CH3:12])=[C:6]([CH:11]=1)[C:7]([O:9][CH3:10])=[O:8].[CH:18](=O)[CH3:19].C(O)(=O)C.C(O[BH-](OC(=O)C)OC(=O)C)(=O)C.[Na+]. (7) The reactants are: Cl[C:2]1[CH:7]=[C:6]([N:8]2[C:12]([CH2:13][C:14]3[CH:19]=[CH:18][C:17]([O:20][CH3:21])=[C:16]([O:22][CH3:23])[CH:15]=3)=[N:11][CH:10]=[N:9]2)[N:5]=[C:4]([CH3:24])[N:3]=1.[C:25]([C:27]1[CH:32]=[CH:31][C:30]([CH3:33])=[CH:29][N:28]=1)#[CH:26]. Given the product [CH3:23][O:22][C:16]1[CH:15]=[C:14]([CH:19]=[CH:18][C:17]=1[O:20][CH3:21])[CH2:13][C:12]1[N:8]([C:6]2[CH:7]=[C:2]([C:26]#[C:25][C:27]3[CH:32]=[CH:31][C:30]([CH3:33])=[CH:29][N:28]=3)[N:3]=[C:4]([CH3:24])[N:5]=2)[N:9]=[CH:10][N:11]=1, predict the reactants needed to synthesize it.